From a dataset of NCI-60 drug combinations with 297,098 pairs across 59 cell lines. Regression. Given two drug SMILES strings and cell line genomic features, predict the synergy score measuring deviation from expected non-interaction effect. (1) Drug 1: CS(=O)(=O)C1=CC(=C(C=C1)C(=O)NC2=CC(=C(C=C2)Cl)C3=CC=CC=N3)Cl. Drug 2: CCC(=C(C1=CC=CC=C1)C2=CC=C(C=C2)OCCN(C)C)C3=CC=CC=C3.C(C(=O)O)C(CC(=O)O)(C(=O)O)O. Cell line: HCT-15. Synergy scores: CSS=14.8, Synergy_ZIP=-2.61, Synergy_Bliss=5.98, Synergy_Loewe=4.55, Synergy_HSA=4.84. (2) Drug 1: CN1CCC(CC1)COC2=C(C=C3C(=C2)N=CN=C3NC4=C(C=C(C=C4)Br)F)OC. Drug 2: C1CN(P(=O)(OC1)NCCCl)CCCl. Cell line: HL-60(TB). Synergy scores: CSS=-23.3, Synergy_ZIP=5.07, Synergy_Bliss=-19.9, Synergy_Loewe=-27.3, Synergy_HSA=-27.7. (3) Drug 1: CN1C(=O)N2C=NC(=C2N=N1)C(=O)N. Drug 2: C1=NC2=C(N1)C(=S)N=CN2. Cell line: OVCAR3. Synergy scores: CSS=49.9, Synergy_ZIP=-2.38, Synergy_Bliss=-2.86, Synergy_Loewe=-39.0, Synergy_HSA=-0.256. (4) Drug 1: CC12CCC(CC1=CCC3C2CCC4(C3CC=C4C5=CN=CC=C5)C)O. Drug 2: CS(=O)(=O)C1=CC(=C(C=C1)C(=O)NC2=CC(=C(C=C2)Cl)C3=CC=CC=N3)Cl. Cell line: K-562. Synergy scores: CSS=35.8, Synergy_ZIP=4.39, Synergy_Bliss=11.4, Synergy_Loewe=8.03, Synergy_HSA=12.1. (5) Drug 1: CC1=C2C(C(=O)C3(C(CC4C(C3C(C(C2(C)C)(CC1OC(=O)C(C(C5=CC=CC=C5)NC(=O)OC(C)(C)C)O)O)OC(=O)C6=CC=CC=C6)(CO4)OC(=O)C)O)C)O. Drug 2: C1CN1C2=NC(=NC(=N2)N3CC3)N4CC4. Cell line: RXF 393. Synergy scores: CSS=14.4, Synergy_ZIP=-2.50, Synergy_Bliss=2.25, Synergy_Loewe=0.906, Synergy_HSA=0.867.